Dataset: Full USPTO retrosynthesis dataset with 1.9M reactions from patents (1976-2016). Task: Predict the reactants needed to synthesize the given product. (1) Given the product [F:40][C:28]([F:27])([F:39])[C:29]1[CH:30]=[CH:31][C:32]([S:35]([NH:19][CH2:18][CH2:17][N:6]2[C:5]3[CH:4]=[C:3]([Cl:2])[CH:16]=[CH:15][C:14]=3[S:13][C:12]3[C:7]2=[CH:8][CH:9]=[CH:10][CH:11]=3)(=[O:37])=[O:36])=[CH:33][CH:34]=1, predict the reactants needed to synthesize it. The reactants are: Cl.[Cl:2][C:3]1[CH:16]=[CH:15][C:14]2[S:13][C:12]3[C:7](=[CH:8][CH:9]=[CH:10][CH:11]=3)[N:6]([CH2:17][CH2:18][NH2:19])[C:5]=2[CH:4]=1.CCN(CC)CC.[F:27][C:28]([F:40])([F:39])[C:29]1[CH:34]=[CH:33][C:32]([S:35](Cl)(=[O:37])=[O:36])=[CH:31][CH:30]=1. (2) The reactants are: [I:1][C:2]1[C:6]2[CH:7]=[N:8][CH:9]=[CH:10][C:5]=2[NH:4][CH:3]=1.C(=O)([O-])[O-].[Cs+].[Cs+].[O:17]1[CH2:20][CH:19](OS(C(F)(F)F)(=O)=O)[CH2:18]1. Given the product [I:1][C:2]1[C:6]2[CH:7]=[N:8][CH:9]=[CH:10][C:5]=2[N:4]([CH:19]2[CH2:20][O:17][CH2:18]2)[CH:3]=1, predict the reactants needed to synthesize it.